The task is: Predict which catalyst facilitates the given reaction.. This data is from Catalyst prediction with 721,799 reactions and 888 catalyst types from USPTO. Reactant: C([O:5][CH:6]([O:10][C:11]([CH3:14])([CH3:13])[CH3:12])N(C)C)(C)(C)C.[Cl:15][C:16]1[CH:17]=[C:18]2[C:22](=[CH:23][CH:24]=1)[NH:21][CH:20]=[C:19]2C(O)=O. Product: [C:11]([O:10][C:6]([C:19]1[C:18]2[C:22](=[CH:23][CH:24]=[C:16]([Cl:15])[CH:17]=2)[NH:21][CH:20]=1)=[O:5])([CH3:12])([CH3:13])[CH3:14]. The catalyst class is: 48.